Task: Predict the product of the given reaction.. Dataset: Forward reaction prediction with 1.9M reactions from USPTO patents (1976-2016) (1) Given the reactants C(OC([NH:8][C@@H:9]([CH2:35][C:36]1[CH:41]=[CH:40][C:39]([C:42]([F:45])([F:44])[F:43])=[CH:38][CH:37]=1)[CH2:10][N:11]([C:19]1[S:20][C:21]([C:24]2[CH:25]=[C:26]3[C:31](=[CH:32][CH:33]=2)[CH:30]=[N:29][C:28]([F:34])=[CH:27]3)=[CH:22][N:23]=1)C(=O)OC(C)(C)C)=O)(C)(C)C.[C:46]([OH:52])([C:48]([F:51])([F:50])[F:49])=[O:47], predict the reaction product. The product is: [F:49][C:48]([F:51])([F:50])[C:46]([OH:52])=[O:47].[NH2:8][C@@H:9]([CH2:35][C:36]1[CH:41]=[CH:40][C:39]([C:42]([F:43])([F:45])[F:44])=[CH:38][CH:37]=1)[CH2:10][NH:11][C:19]1[S:20][C:21]([C:24]2[CH:25]=[C:26]3[C:31](=[CH:32][CH:33]=2)[CH:30]=[N:29][C:28]([F:34])=[CH:27]3)=[CH:22][N:23]=1. (2) The product is: [CH3:26][S:27]([O:1][CH:2]([C:5]1[CH:6]=[CH:7][C:8]([C:11]2[CH:18]=[CH:17][CH:16]=[CH:15][C:12]=2[C:13]#[N:14])=[CH:9][N:10]=1)[CH2:3][CH3:4])(=[O:29])=[O:28]. Given the reactants [OH:1][CH:2]([C:5]1[N:10]=[CH:9][C:8]([C:11]2[CH:18]=[CH:17][CH:16]=[CH:15][C:12]=2[C:13]#[N:14])=[CH:7][CH:6]=1)[CH2:3][CH3:4].C(N(CC)CC)C.[CH3:26][S:27](Cl)(=[O:29])=[O:28], predict the reaction product. (3) Given the reactants [C-:1]#[N:2].[K+].CS(O[CH2:9][CH2:10][CH:11]([C:24]1[CH:29]=[CH:28][C:27]([Cl:30])=[CH:26][C:25]=1[Cl:31])[C:12]1[C:20]2[C:15](=[C:16]([CH2:21][S:22][CH3:23])[CH:17]=[CH:18][CH:19]=2)[NH:14][CH:13]=1)(=O)=O, predict the reaction product. The product is: [Cl:31][C:25]1[CH:26]=[C:27]([Cl:30])[CH:28]=[CH:29][C:24]=1[CH:11]([C:12]1[C:20]2[C:15](=[C:16]([CH2:21][S:22][CH3:23])[CH:17]=[CH:18][CH:19]=2)[NH:14][CH:13]=1)[CH2:10][CH2:9][C:1]#[N:2]. (4) Given the reactants ClC1C=C(C=C(C)C=1[OH:9])N.[Cl:11][C:12]1[C:20](O)=[C:19]([CH3:22])[CH:18]=[C:17]2[C:13]=1[C:14](=O)[C:15](=[O:23])[NH:16]2.[CH:25]1[C:30]([NH:31][NH2:32])=[CH:29][CH:28]=[C:27]([S:33]([NH2:36])(=[O:35])=[O:34])[CH:26]=1.Cl, predict the reaction product. The product is: [Cl:11][C:12]1[CH:20]=[C:19]([CH3:22])[CH:18]=[C:17]2[C:13]=1[C:14](=[N:32][NH:31][C:30]1[CH:25]=[CH:26][C:27]([S:33]([NH2:36])(=[O:34])=[O:35])=[CH:28][CH:29]=1)[C:15](=[O:23])[N:16]2[OH:9]. (5) Given the reactants [Cl:1][C:2]1[CH:3]=[C:4]([C@@H:9]([C@H:21]2[CH2:25][CH2:24][CH2:23][N:22]2[CH3:26])[N:10]2C(=O)C3C(=CC=CC=3)C2=O)[CH:5]=[CH:6][C:7]=1[Cl:8].CO.C1COCC1.O.NN, predict the reaction product. The product is: [Cl:1][C:2]1[CH:3]=[C:4]([C@@H:9]([C@H:21]2[CH2:25][CH2:24][CH2:23][N:22]2[CH3:26])[NH2:10])[CH:5]=[CH:6][C:7]=1[Cl:8]. (6) The product is: [CH2:22]([S:29][CH2:30][C:31]1[C:40]2[C:35](=[CH:36][CH:37]=[C:38]([C:41]3[CH:46]=[CH:45][S:14][CH:42]=3)[CH:39]=2)[NH:34][C:33]([CH3:48])([CH3:47])[CH:32]=1)[CH:23]=[CH2:24]. Given the reactants CC1(C)C=C(C)C2C(=CC=C(O[S:14](C(F)(F)F)(=O)=O)C=2)N1.[CH2:22]([S:29][CH2:30][C:31]1[C:40]2[C:35](=[CH:36][CH:37]=[C:38]([C:41]3[CH:46]=[CH:45]C=C[CH:42]=3)[CH:39]=2)[NH:34][C:33]([CH3:48])([CH3:47])[CH:32]=1)[C:23]1C=CC=C[CH:24]=1.C1(B(O)O)C=CC=CC=1.C1(CCS)C=CC=CC=1, predict the reaction product.